This data is from Full USPTO retrosynthesis dataset with 1.9M reactions from patents (1976-2016). The task is: Predict the reactants needed to synthesize the given product. (1) Given the product [CH3:41][N:40]1[C:1]([CH:3]2[CH2:8][CH2:7][NH:6][CH2:5][CH2:4]2)=[C:23]([C:34]2[CH:35]=[CH:36][CH:37]=[CH:38][CH:39]=2)[N:21]=[CH:22]1, predict the reactants needed to synthesize it. The reactants are: [CH:1]([CH:3]1[CH2:8][CH2:7][N:6](C(OCC2C=CC=CC=2)=O)[CH2:5][CH2:4]1)=O.CN.[N+:21]([CH:23]([C:34]1[CH:39]=[CH:38][CH:37]=[CH:36][CH:35]=1)S(C1C=CC(C)=CC=1)(=O)=O)#[C-:22].[NH:40]1CCNC[CH2:41]1. (2) The reactants are: [C:1]([C:5]1[CH:14]=[CH:13][C:12]2[C:7](=[CH:8][CH:9]=[C:10]([C:15](OC)=[O:16])[CH:11]=2)[CH:6]=1)(OC)=[O:2].[H-].[Al+3].[Li+].[H-].[H-].[H-].[Cl-].[NH4+]. Given the product [OH:2][CH2:1][C:5]1[CH:14]=[CH:13][C:12]2[C:7](=[CH:8][CH:9]=[C:10]([CH2:15][OH:16])[CH:11]=2)[CH:6]=1, predict the reactants needed to synthesize it. (3) Given the product [C:1]([C:4]1[C:22](=[O:23])[C@@:8]2([CH3:24])[C:9]3[C:15]([OH:16])=[CH:14][C:13]([O:17][CH3:18])=[C:12]([C:19]([NH:21][CH2:40][C:33]4[C:34]5[C:39](=[CH:38][CH:37]=[CH:36][CH:35]=5)[C:30]([O:29][C:28]5[CH:42]=[CH:43][C:44]([Cl:46])=[CH:45][C:27]=5[Cl:26])=[CH:31][CH:32]=4)=[O:20])[C:10]=3[O:11][C:7]2=[CH:6][C:5]=1[OH:25])(=[O:3])[CH3:2], predict the reactants needed to synthesize it. The reactants are: [C:1]([C:4]1[C:22](=[O:23])[C@@:8]2([CH3:24])[C:9]3[C:15]([OH:16])=[CH:14][C:13]([O:17][CH3:18])=[C:12]([C:19]([NH2:21])=[O:20])[C:10]=3[O:11][C:7]2=[CH:6][C:5]=1[OH:25])(=[O:3])[CH3:2].[Cl:26][C:27]1[CH:45]=[C:44]([Cl:46])[CH:43]=[CH:42][C:28]=1[O:29][C:30]1[C:39]2[C:34](=[CH:35][CH:36]=[CH:37][CH:38]=2)[C:33]([CH:40]=O)=[CH:32][CH:31]=1.C([SiH](CC)CC)C.FC(F)(F)C(O)=O. (4) Given the product [N:13]1([C:2]2[CH:7]=[CH:6][C:5]([CH3:8])=[CH:4][C:3]=2[S:9]([OH:12])(=[O:11])=[O:10])[CH2:18][CH2:17][NH:16][CH2:15][CH2:14]1, predict the reactants needed to synthesize it. The reactants are: F[C:2]1[CH:7]=[CH:6][C:5]([CH3:8])=[CH:4][C:3]=1[S:9]([OH:12])(=[O:11])=[O:10].[NH:13]1[CH2:18][CH2:17][NH:16][CH2:15][CH2:14]1.